From a dataset of Experimentally validated miRNA-target interactions with 360,000+ pairs, plus equal number of negative samples. Binary Classification. Given a miRNA mature sequence and a target amino acid sequence, predict their likelihood of interaction. (1) The miRNA is hsa-miR-365b-5p with sequence AGGGACUUUCAGGGGCAGCUGU. The protein sequence of the target gene is MQENLRFASSGDDIKIWDASSMTLVDKFNPHTSPHGISSICWSSNNNFLVTASSSGDKIVVSSCKCKPVPLLELAEGQKQTCVNLNSTSMYLVSGGLNNTVNIWDLKSKRVHRSLKDHKDQVTCVTYNWNDCYIASGSLSGEIILHSVTTNLSSTPFGHGSNQSVRHLKYSLFKKSLLGSVSDNGIVTLWDVNSQSPYHNFDSVHKAPASGICFSPVNELLFVTIGLDKRIILYDTSSKKLVKTLVADTPLTAVDFMPDGATLAIGSSRGKIYQYDLRMLKSPVKTISAHKTSVQCIAFQ.... Result: 0 (no interaction). (2) The miRNA is rno-miR-450a-5p with sequence UUUUGCGAUGUGUUCCUAAUGU. The protein sequence of the target gene is MCESYSRSLLRVSVAQICQALGWDSVQLSACHLLTDVLQRYLQQLGRGCHRYSELYGRTDPILDDVGEAFQLMGVNLHELEDYIHNIEPVTFPHQIPSFPVSKNNVLQFPQPGSKDAEERKDYIPDYLPPIVSSQEEEEEEQVPTDGGTSAEAMQVPLEEDDEMEEEEVINDENFLGKRPLDSPEVEEMPSMKRPRLLSTKGDSLDVVLLEAREPLSSINPQKTPPVLSPVRVQDRADLAPPSPQPPMLAPFAKSQLPIAKPLETKSFTPKTKTKASSPGQKTKSPKAALSPARLGSPIR.... Result: 0 (no interaction). (3) The miRNA is ssc-miR-221-3p with sequence AGCUACAUUGUCUGCUGGGUUU. The protein sequence of the target gene is MQAAAAASFWLLCVLGTCPLARCGRAGVASLKGLERGKENRFLERQSIIPLRLIYRLGGEDETQHNQLDTRVRGDPGGPQLTHVDKASFRVDAFGTSFVLDVLLNHELLSSGYVERQIEHGGKVVENKGGEHCYYQGQIRGNPVSFVALSTCHGLHGMFYDGNHTYLIEPEENEKSQESSHCHSVYKSRQFEFPLDDLPSEFQRVNITPPQFILKPRLKRRKRQLLRFPRNVEEETKYIELMIVNDHLMFKKHRLSVVYTNTYAKSVVNMADVIYKDQLKTRIVLVAMETWAADNKFAIS.... Result: 0 (no interaction). (4) The miRNA is hsa-miR-1255b-2-3p with sequence AACCACUUUCUUUGCUCAUCCA. The protein sequence of the target gene is MDYSYLNSYDSCVAAMEASAYGDFGACSQPGGFQYSPLRPAFPAAGPPCPALGSSNCALGALRDHQPAPYSAVPYKFFPEPSGLHEKRKQRRIRTTFTSAQLKELERVFAETHYPDIYTREELALKIDLTEARVQVWFQNRRAKFRKQERAASAKGAAGATGAKKGEARCSSEDDDSKESTCSPTPDSTASLPPPPAPSLASPRLSPSPLPAALGSGPGPQPLKGALWAGVAGGGGGGPGTGAAELLKAWQPAEPGPGPFSGVLSSFHRKPGPALKTNLF. Result: 0 (no interaction). (5) The miRNA is hsa-miR-5001-3p with sequence UUCUGCCUCUGUCCAGGUCCUU. The protein sequence of the target gene is MSETEFHHGAQAGLELLRSSNSPTSASQSAGMTVTDQAFVTLATNDIYCQGALVLGQSLRRHRLTRKLVVLITPQVSSLLRVILSKVFDEVIEVNLIDSADYIHLAFLKRPELGLTLTKLHCWTLTHYSKCVFLDADTLVLSNVDELFDRGEFSAAPDPGWPDCFNSGVFVFQPSLHTHKLLLQHAMEHGSFDGADQGLLNSFFRNWSTTDIHKHLPFIYNLSSNTMYTYSPAFKQFGSSAKVVHFLGSMKPWNYKYNPQSGSVLEQGSASSSQHQAAFLHLWWTVYQNNVLPLYKSVQA.... Result: 1 (interaction). (6) The miRNA is hsa-miR-623 with sequence AUCCCUUGCAGGGGCUGUUGGGU. The protein sequence of the target gene is MGSTVPRSASVLLLLLLLRRAEQPCGAELTFELPDNAKQCFHEEVEQGVKFSLDYQVITGGHYDVDCYVEDPQGNTIYRETKKQYDSFTYRAEVKGVYQFCFSNEFSTFSHKTVYFDFQVGDEPPILPDMGNRVTALTQMESACVTIHEALKTVIDSQTHYRLREAQDRARAEDLNSRVSYWSVGETIALFVVSFSQVLLLKSFFTEKRPISRAVHS. Result: 0 (no interaction). (7) The miRNA is hsa-miR-4433a-3p with sequence ACAGGAGUGGGGGUGGGACAU. The protein sequence of the target gene is MANVGLQFQASAGDSDPQSRPLLLLGQLHHLHRVPWSHVRGKLQPRVTEELWQAALSTLNPNPTDSCPLYLNYATVAALPCRVSRHNSPSAAHFITRLVRTCLPPGAHRCIVMVCEQPEVFASACALARAFPLFTHRSGASRRLEKKTVTVEFFLVGQDNGPVEVSTLQCLANATDGVRLAARIVDTPCNEMNTDTFLEEINKVGKELGIIPTIIRDEELKTRGFGGIYGVGKAALHPPALAVLSHTPDGATQTIAWVGKGIVYDTGGLSIKGKTTMPGMKRDCGGAAAVLGAFRAAIKQ.... Result: 0 (no interaction). (8) The miRNA is hsa-miR-3157-5p with sequence UUCAGCCAGGCUAGUGCAGUCU. The protein sequence of the target gene is MTKSKEAVTFKDVAVVFSEEELQLLDLAQRKLYRDVMLENFRNVVSVGHQSTPDGLPQLEREEKLWMMKMATQRDNSSGAKNLKEMETLQEVGLRYLPHEELFCSQIWQQITRELIKYQDSVVNIQRTGCQLEKRDDLHYKDEGFSNQSSHLQVHRVHTGEKPYKGEHCVKSFSWSSHLQINQRAHAGEKPYKCEKCDNAFRRFSSLQAHQRVHSRAKSYTNDASYRSFSQRSHLPHHQRVPTGENPYKYEECGRNVGKSSHCQAPLIVHTGEKPYKCEECGVGFSQRSYLQVHLKVHTG.... Result: 0 (no interaction).